From a dataset of Catalyst prediction with 721,799 reactions and 888 catalyst types from USPTO. Predict which catalyst facilitates the given reaction. (1) Reactant: [F:1][C:2]1[CH:7]=[CH:6][C:5]([F:8])=[CH:4][C:3]=1[C:9]([N:11]([CH2:34][CH2:35][CH3:36])[CH2:12][C:13]1[N:17]([CH2:18][CH2:19][CH3:20])[C:16]2[CH:21]=[CH:22][C:23]([CH2:25][O:26][Si](C)(C)C(C)(C)C)=[CH:24][C:15]=2[N:14]=1)=[O:10].[F-].C([N+](CCCC)(CCCC)CCCC)CCC. Product: [F:1][C:2]1[CH:7]=[CH:6][C:5]([F:8])=[CH:4][C:3]=1[C:9]([N:11]([CH2:12][C:13]1[N:17]([CH2:18][CH2:19][CH3:20])[C:16]2[CH:21]=[CH:22][C:23]([CH2:25][OH:26])=[CH:24][C:15]=2[N:14]=1)[CH2:34][CH2:35][CH3:36])=[O:10]. The catalyst class is: 554. (2) Reactant: Cl[CH2:2][C:3]1[N:4]=[CH:5][S:6][CH:7]=1.CCN(C(C)C)C(C)C.[C:17]([N:24]1[CH2:29][CH2:28][NH:27][CH2:26][CH2:25]1)([O:19][C:20]([CH3:23])([CH3:22])[CH3:21])=[O:18]. Product: [S:6]1[CH:7]=[C:3]([CH2:2][N:27]2[CH2:26][CH2:25][N:24]([C:17]([O:19][C:20]([CH3:23])([CH3:22])[CH3:21])=[O:18])[CH2:29][CH2:28]2)[N:4]=[CH:5]1. The catalyst class is: 91. (3) Reactant: [NH:1]([C:21]([O:23][C:24]([CH3:27])([CH3:26])[CH3:25])=[O:22])[C@H:2]([C:18](O)=[O:19])[CH2:3][CH2:4][CH2:5][CH2:6][NH:7][C:8]([O:10][CH2:11][C:12]1[CH:17]=[CH:16][CH:15]=[CH:14][CH:13]=1)=[O:9].C(N(CC)CC)C.ClC(OCC)=O.[BH4-].[Na+].Cl. Product: [CH2:11]([O:10][C:8](=[O:9])[NH:7][CH2:6][CH2:5][CH2:4][CH2:3][C@H:2]([NH:1][C:21]([O:23][C:24]([CH3:26])([CH3:25])[CH3:27])=[O:22])[CH2:18][OH:19])[C:12]1[CH:13]=[CH:14][CH:15]=[CH:16][CH:17]=1. The catalyst class is: 405.